Dataset: Catalyst prediction with 721,799 reactions and 888 catalyst types from USPTO. Task: Predict which catalyst facilitates the given reaction. (1) Reactant: CCN(C(C)C)C(C)C.[NH2:10][C:11]1[C:16]([C:17]2[CH:22]=[CH:21][C:20]([NH:23][C:24]([C:26]3[C:31](=[O:32])[C:30]([C:33]4[CH:38]=[CH:37][C:36]([F:39])=[CH:35][CH:34]=4)=[CH:29][N:28]([CH2:40][CH3:41])[CH:27]=3)=[O:25])=[CH:19][CH:18]=2)=[CH:15][C:14](C2C=CC(OC)=C(OC)C=2)=[CH:13][N:12]=1.CCOC(C(C#N)=NOC(N1CCOCC1)=[N+](C)C)=O.F[P-](F)(F)(F)(F)F.NC1C=CC(C2C(N)=NC=C([Br:92])C=2)=CC=1. Product: [NH2:10][C:11]1[C:16]([C:17]2[CH:22]=[CH:21][C:20]([NH:23][C:24]([C:26]3[C:31](=[O:32])[C:30]([C:33]4[CH:38]=[CH:37][C:36]([F:39])=[CH:35][CH:34]=4)=[CH:29][N:28]([CH2:40][CH3:41])[CH:27]=3)=[O:25])=[CH:19][CH:18]=2)=[CH:15][C:14]([Br:92])=[CH:13][N:12]=1. The catalyst class is: 18. (2) Reactant: [N+:1]([O:4][C@H:5]([CH2:16][O:17][N+:18]([O-:20])=[O:19])[CH2:6][CH2:7][CH2:8][C:9]([O:11]C(C)(C)C)=[O:10])([O-:3])=[O:2]. Product: [N+:1]([O:4][C@H:5]([CH2:16][O:17][N+:18]([O-:20])=[O:19])[CH2:6][CH2:7][CH2:8][C:9]([OH:11])=[O:10])([O-:3])=[O:2]. The catalyst class is: 2. (3) Reactant: Cl[CH2:2][CH2:3][C:4]1[CH:9]=[CH:8][C:7]([F:10])=[CH:6][CH:5]=1.[I-:11].[Na+]. Product: [I:11][CH2:2][CH2:3][C:4]1[CH:9]=[CH:8][C:7]([F:10])=[CH:6][CH:5]=1. The catalyst class is: 21. (4) Reactant: [Br:1][C:2]1[CH:3]=[CH:4][C:5](I)=[N:6][CH:7]=1.C([Mg])(C)C.CN([CH:16]=[O:17])C. Product: [Br:1][C:2]1[CH:3]=[CH:4][C:5]([CH:16]=[O:17])=[N:6][CH:7]=1. The catalyst class is: 1. (5) Reactant: [NH2:1][C:2]1[CH:7]=[C:6]([C:8]([F:11])([F:10])[F:9])[CH:5]=[CH:4][C:3]=1[OH:12].[Cl:13][C:14]1[CH:22]=[N:21][CH:20]=[CH:19][C:15]=1[C:16](O)=[O:17].CCN=C=NCCCN(C)C. Product: [Cl:13][C:14]1[CH:22]=[N:21][CH:20]=[CH:19][C:15]=1[C:16]([NH:1][C:2]1[CH:7]=[C:6]([C:8]([F:9])([F:10])[F:11])[CH:5]=[CH:4][C:3]=1[OH:12])=[O:17]. The catalyst class is: 17. (6) Reactant: [NH:1](C(OC(C)(C)C)=O)[CH2:2][C:3]([NH:5][CH2:6][C:7]([NH:9][CH2:10][C:11](O)=[O:12])=[O:8])=[O:4].F[P-](F)(F)(F)(F)F.C[N+](C)=C(N(C)C)ON1C2N=CC=CC=2N=N1.C(N(CC)C(C)C)(C)C.[C:54]([O:73][CH2:74][C@H:75]([CH2:96][O:97][P:98]([O:101][CH2:102][CH2:103][NH2:104])([OH:100])=[O:99])[O:76][C:77](=[O:95])[CH2:78][CH2:79][CH2:80][CH2:81][CH2:82][CH2:83][CH2:84]/[CH:85]=[CH:86]\[CH2:87][CH2:88][CH2:89][CH2:90][CH2:91][CH2:92][CH2:93][CH3:94])(=[O:72])[CH2:55][CH2:56][CH2:57][CH2:58][CH2:59][CH2:60][CH2:61]/[CH:62]=[CH:63]\[CH2:64][CH2:65][CH2:66][CH2:67][CH2:68][CH2:69][CH2:70][CH3:71].Cl.C(OCC)C. The catalyst class is: 479. Product: [C:54]([O:73][CH2:74][C@@H:75]([O:76][C:77](=[O:95])[CH2:78][CH2:79][CH2:80][CH2:81][CH2:82][CH2:83][CH2:84]/[CH:85]=[CH:86]\[CH2:87][CH2:88][CH2:89][CH2:90][CH2:91][CH2:92][CH2:93][CH3:94])[CH2:96][O:97][P:98]([O:101][CH2:102][CH2:103][NH:104][C:11](=[O:12])[CH2:10][NH:9][C:7](=[O:8])[CH2:6][NH:5][C:3](=[O:4])[CH2:2][NH2:1])([OH:100])=[O:99])(=[O:72])[CH2:55][CH2:56][CH2:57][CH2:58][CH2:59][CH2:60][CH2:61]/[CH:62]=[CH:63]\[CH2:64][CH2:65][CH2:66][CH2:67][CH2:68][CH2:69][CH2:70][CH3:71].